Dataset: Catalyst prediction with 721,799 reactions and 888 catalyst types from USPTO. Task: Predict which catalyst facilitates the given reaction. (1) Reactant: [CH3:1][N:2]([CH2:10][C:11]1[CH:16]=[CH:15][CH:14]=[CH:13][CH:12]=1)[C:3]1([C:8]#[N:9])[CH2:7][CH2:6][CH2:5][CH2:4]1.[C:17]1([Li])[CH:22]=[CH:21][CH:20]=[CH:19][CH:18]=1.C(OCCCC)CCC.[BH4-].[Na+].NC(C1C=CC=CC=1)C1(N(C)C)CCCC1. Product: [NH2:9][CH:8]([C:17]1[CH:22]=[CH:21][CH:20]=[CH:19][CH:18]=1)[C:3]1([N:2]([CH3:1])[CH2:10][C:11]2[CH:12]=[CH:13][CH:14]=[CH:15][CH:16]=2)[CH2:7][CH2:6][CH2:5][CH2:4]1. The catalyst class is: 36. (2) Reactant: [CH:1]1([C:5]2[C:13]([C:14]3[NH:18][CH:17]=[N:16][N:15]=3)=[CH:12][C:8]([C:9]([OH:11])=O)=[C:7]([CH3:19])[CH:6]=2)[CH2:4][CH2:3][CH2:2]1.Cl.[NH:21]1[CH2:26][CH2:25][CH:24]([C:27]2[CH:34]=[CH:33][C:30]([C:31]#[N:32])=[CH:29][CH:28]=2)[CH2:23][CH2:22]1.O.ON1C2C=CC=CC=2N=N1.Cl.C(N=C=NCCCN(C)C)C.CCN(C(C)C)C(C)C. Product: [CH:1]1([C:5]2[C:13]([C:14]3[NH:18][CH:17]=[N:16][N:15]=3)=[CH:12][C:8]([C:9]([N:21]3[CH2:26][CH2:25][CH:24]([C:27]4[CH:34]=[CH:33][C:30]([C:31]#[N:32])=[CH:29][CH:28]=4)[CH2:23][CH2:22]3)=[O:11])=[C:7]([CH3:19])[CH:6]=2)[CH2:2][CH2:3][CH2:4]1. The catalyst class is: 399. (3) The catalyst class is: 4. Product: [OH:29][C:4]1[C:13](=[O:14])[C:12]2[C:7](=[CH:8][CH:9]=[C:10]([C:15]([O:17][CH2:18][CH3:19])=[O:16])[CH:11]=2)[N:6]([CH3:20])[CH:5]=1. Reactant: C([C:4]1[C:13](=[O:14])[C:12]2[C:7](=[CH:8][CH:9]=[C:10]([C:15]([O:17][CH2:18][CH3:19])=[O:16])[CH:11]=2)[N:6]([CH3:20])[CH:5]=1)(=O)C.ClC1C=CC=C(C(OO)=[O:29])C=1. (4) Reactant: C(OC([N:8]1[CH2:13][CH2:12][N:11]([CH2:14][CH:15]([OH:28])[CH2:16][O:17][C:18]2[CH:19]=[CH:20][C:21]3[S:25][C:24]([CH3:26])=[N:23][C:22]=3[CH:27]=2)[CH2:10][CH2:9]1)=O)(C)(C)C. Product: [CH3:26][C:24]1[S:25][C:21]2[CH:20]=[CH:19][C:18]([O:17][CH2:16][C@H:15]([OH:28])[CH2:14][N:11]3[CH2:10][CH2:9][NH:8][CH2:13][CH2:12]3)=[CH:27][C:22]=2[N:23]=1. The catalyst class is: 89. (5) Reactant: [Br:1][C:2]1[C:13]([CH3:14])=[CH:12][C:5]([O:6][CH2:7][CH2:8][C:9]([OH:11])=O)=[CH:4][C:3]=1[CH3:15].CN([C:19]([O:23][N:24]1N=NC2C=CC=C[C:25]1=2)=[N+](C)C)C.[B-](F)(F)(F)F.CONC. Product: [Br:1][C:2]1[C:3]([CH3:15])=[CH:4][C:5]([O:6][CH2:7][CH2:8][C:9]([N:24]([O:23][CH3:19])[CH3:25])=[O:11])=[CH:12][C:13]=1[CH3:14]. The catalyst class is: 2. (6) Reactant: C([N:8]1[CH2:13][CH2:12][O:11][CH:10]([CH2:14][NH:15][C:16]([C:18]2[CH:19]=[CH:20][C:21]([NH:27][C:28]3[N:37]=[CH:36][C:35]4[N:34]([CH3:38])[C:33](=[O:39])[C@@H:32]([CH2:40][CH3:41])[N:31]([CH:42]5[CH2:46][CH2:45][CH2:44][CH2:43]5)[C:30]=4[N:29]=3)=[C:22]3[O:26][CH2:25][CH2:24][C:23]=23)=[O:17])[CH2:9]1)C1C=CC=CC=1.[H][H]. Product: [CH:42]1([N:31]2[C:30]3[N:29]=[C:28]([NH:27][C:21]4[CH:20]=[CH:19][C:18]([C:16]([NH:15][CH2:14][CH:10]5[O:11][CH2:12][CH2:13][NH:8][CH2:9]5)=[O:17])=[C:23]5[C:22]=4[O:26][CH2:25][CH2:24]5)[N:37]=[CH:36][C:35]=3[N:34]([CH3:38])[C:33](=[O:39])[C@H:32]2[CH2:40][CH3:41])[CH2:43][CH2:44][CH2:45][CH2:46]1. The catalyst class is: 19. (7) Reactant: [N:1]1[C:8](Cl)=[N:7][C:5](Cl)=[N:4][C:2]=1[Cl:3].[F:10][C:11]1[CH:16]=[CH:15][C:14]([CH2:17][NH2:18])=[CH:13][CH:12]=1.C([N:22]([CH2:26][CH3:27])C(C)C)(C)C. Product: [Cl:3][C:2]1[N:1]=[C:8]([NH:18][CH2:17][C:14]2[CH:15]=[CH:16][C:11]([F:10])=[CH:12][CH:13]=2)[N:7]=[C:5]([NH:22][CH2:26][C:27]2[CH:15]=[CH:16][C:11]([F:10])=[CH:12][CH:13]=2)[N:4]=1. The catalyst class is: 10. (8) Reactant: [NH:1]1[CH:5]=[C:4]([CH2:6][CH2:7][S:8][C:9]2[CH:15]=[CH:14][C:13]([Cl:16])=[CH:12][C:10]=2[NH2:11])[CH:3]=[N:2]1.[O:17]1[C:21]2[CH:22]=[CH:23][CH:24]=[CH:25][C:20]=2[CH:19]=[C:18]1[S:26](Cl)(=[O:28])=[O:27]. Product: [Cl:16][C:13]1[CH:14]=[CH:15][C:9]([S:8][CH2:7][CH2:6][C:4]2[CH:5]=[N:1][NH:2][CH:3]=2)=[C:10]([NH:11][S:26]([C:18]2[O:17][C:21]3[CH:22]=[CH:23][CH:24]=[CH:25][C:20]=3[CH:19]=2)(=[O:27])=[O:28])[CH:12]=1. The catalyst class is: 17.